Dataset: Forward reaction prediction with 1.9M reactions from USPTO patents (1976-2016). Task: Predict the product of the given reaction. Given the reactants Cl[C:2]1[N:3]=[N:4][C:5]([C:8]2[S:12][N:11]=[C:10]([CH3:13])[N:9]=2)=[CH:6][CH:7]=1.Cl.[NH:15]1[CH2:20][CH2:19][C:18]2([CH2:29][CH2:28][C:27]3[C:22](=[CH:23][CH:24]=[CH:25][CH:26]=3)[O:21]2)[CH2:17][CH2:16]1.C(=O)([O-])[O-].[K+].[K+], predict the reaction product. The product is: [CH3:13][C:10]1[N:9]=[C:8]([C:5]2[N:4]=[N:3][C:2]([N:15]3[CH2:20][CH2:19][C:18]4([CH2:29][CH2:28][C:27]5[C:22](=[CH:23][CH:24]=[CH:25][CH:26]=5)[O:21]4)[CH2:17][CH2:16]3)=[CH:7][CH:6]=2)[S:12][N:11]=1.